This data is from Reaction yield outcomes from USPTO patents with 853,638 reactions. The task is: Predict the reaction yield, written as a fraction of the theoretical maximum amount of product (1.0 means a 100% yield; for example, 0.34 means a 34% yield). The reactants are [C:1]([C:5]1[CH:10]=[CH:9][C:8]([NH:11][C:12]2[CH:17]=[CH:16][C:15]([O:18][C:19]3[C:28]4[C:23](=[CH:24][C:25]([O:31][CH2:32][CH2:33][CH2:34]Cl)=[C:26]([O:29][CH3:30])[CH:27]=4)[N:22]=[CH:21][CH:20]=3)=[CH:14][CH:13]=2)=[CH:7][CH:6]=1)([CH3:4])([CH3:3])[CH3:2].C(C1C=CC(B(O)O)=CC=1)(C)(C)C.O.[C:50]([O:53][CH2:54][CH3:55])(=O)[CH3:51].C[N:57](C)C=O. No catalyst specified. The product is [C:1]([C:5]1[CH:10]=[CH:9][C:8]([NH:11][C:12]2[CH:17]=[CH:16][C:15]([O:18][C:19]3[C:28]4[C:23](=[CH:24][C:25]([O:31][CH2:32][CH2:33][CH2:34][N:57]5[CH2:55][CH2:54][O:53][CH2:50][CH2:51]5)=[C:26]([O:29][CH3:30])[CH:27]=4)[N:22]=[CH:21][CH:20]=3)=[CH:14][CH:13]=2)=[CH:7][CH:6]=1)([CH3:4])([CH3:3])[CH3:2]. The yield is 0.270.